This data is from Blood-brain barrier permeability regression values from the B3DB database. The task is: Regression/Classification. Given a drug SMILES string, predict its absorption, distribution, metabolism, or excretion properties. Task type varies by dataset: regression for continuous measurements (e.g., permeability, clearance, half-life) or binary classification for categorical outcomes (e.g., BBB penetration, CYP inhibition). For this dataset (b3db_regression), we predict Y. The molecule is COC1=C(C=C(C=C1)C2=NC=CS2)CNC3CCCNC3C4=CC=CC=C4. The Y is 0.360 log(BB ratio).